This data is from Reaction yield outcomes from USPTO patents with 853,638 reactions. The task is: Predict the reaction yield, written as a fraction of the theoretical maximum amount of product (1.0 means a 100% yield; for example, 0.34 means a 34% yield). (1) The reactants are [CH3:1][C:2]1[CH:3]=[C:4]([CH:7]=[CH:8][CH:9]=1)[CH2:5][NH2:6].[C:10]([N:17]1[CH2:22][CH2:21][C:20](=O)[CH2:19][CH2:18]1)([O:12][C:13]([CH3:16])([CH3:15])[CH3:14])=[O:11]. No catalyst specified. The product is [C:13]([O:12][C:10]([N:17]1[CH2:22][CH2:21][CH:20]([NH:6][CH2:5][C:4]2[CH:7]=[CH:8][CH:9]=[C:2]([CH3:1])[CH:3]=2)[CH2:19][CH2:18]1)=[O:11])([CH3:16])([CH3:14])[CH3:15]. The yield is 0.820. (2) The reactants are Cl.[C:2](=N)(OCC)[C:3]1[CH:8]=[CH:7][CH:6]=[CH:5][CH:4]=1.[O-]CC.[Na+].[CH3:17][C:18]1[O:22][N:21]=[C:20]([C:23]2[CH:28]=[CH:27][CH:26]=[CH:25][CH:24]=2)[C:19]=1[C:29]([NH:31][NH2:32])=[O:30]. The catalyst is C(O)C.O1CCOCC1. The product is [CH3:17][C:18]1[O:22][N:21]=[C:20]([C:23]2[CH:28]=[CH:27][CH:26]=[CH:25][CH:24]=2)[C:19]=1[C:29]1[O:30][C:2]([C:3]2[CH:8]=[CH:7][CH:6]=[CH:5][CH:4]=2)=[N:32][N:31]=1. The yield is 0.290. (3) The reactants are C([O:3][C:4]([C@@:6]12[CH2:24][C@H:23]1[CH:22]=[CH:21][CH2:20][CH2:19][CH2:18][CH2:17][CH2:16][C@H:15]([NH:25][C:26]([O:28][C:29]([CH3:32])([CH3:31])[CH3:30])=[O:27])[C:14](=[O:33])[N:13]1[C@@H:9]([CH2:10][C@@H:11]([O:34][C:35]([N:37]3[CH2:45][C:44]4[C:39](=[CH:40][CH:41]=[CH:42][CH:43]=4)[CH2:38]3)=[O:36])[CH2:12]1)[C:8](=[O:46])[NH:7]2)=[O:5])C.O[Li].O. The catalyst is C(Cl)Cl.CO. The product is [C:29]([O:28][C:26]([NH:25][C@@H:15]1[C:14](=[O:33])[N:13]2[C@@H:9]([CH2:10][C@@H:11]([O:34][C:35]([N:37]3[CH2:38][C:39]4[C:44](=[CH:43][CH:42]=[CH:41][CH:40]=4)[CH2:45]3)=[O:36])[CH2:12]2)[C:8](=[O:46])[NH:7][C@@:6]2([C:4]([OH:5])=[O:3])[C@@H:23]([CH2:24]2)[CH:22]=[CH:21][CH2:20][CH2:19][CH2:18][CH2:17][CH2:16]1)=[O:27])([CH3:32])([CH3:30])[CH3:31]. The yield is 0.870. (4) The product is [C:9]1([N:13]=[C:12]=[O:24])[CH:10]=[CH:19][CH:20]=[CH:7][CH:8]=1. The yield is 0.170. The catalyst is [Pd]. The reactants are NC1C=CC(O[C:7]2[CH:20]=[CH:19][C:10]3N[C:12](NC(=O)OC)=[N:13][C:9]=3[CH:8]=2)=CC=1.C[OH:24].